This data is from Forward reaction prediction with 1.9M reactions from USPTO patents (1976-2016). The task is: Predict the product of the given reaction. Given the reactants [CH:1]1[C:2]([CH2:10][C@@H:11]([NH2:28])[CH2:12][C:13]([N:15]2[CH2:27][C:19]3=[N:20][N:21]=[C:22]([C:23]([F:26])([F:25])[F:24])[N:18]3[CH2:17][CH2:16]2)=[O:14])=[C:3]([F:9])[CH:4]=[C:5]([F:8])[C:6]=1[F:7].[C:29]([OH:41])(=[O:40])[CH2:30][C:31]([CH2:36][C:37]([OH:39])=[O:38])([C:33]([OH:35])=[O:34])[OH:32], predict the reaction product. The product is: [CH:1]1[C:2]([CH2:10][C@@H:11]([NH2:28])[CH2:12][C:13]([N:15]2[CH2:27][C:19]3=[N:20][N:21]=[C:22]([C:23]([F:26])([F:25])[F:24])[N:18]3[CH2:17][CH2:16]2)=[O:14])=[C:3]([F:9])[CH:4]=[C:5]([F:8])[C:6]=1[F:7].[C:29]([O-:41])(=[O:40])[CH2:30][C:31]([CH2:36][C:37]([O-:39])=[O:38])([C:33]([O-:35])=[O:34])[OH:32].